Predict the product of the given reaction. From a dataset of Forward reaction prediction with 1.9M reactions from USPTO patents (1976-2016). (1) Given the reactants [H-].[Na+].[CH3:3][N:4]1[CH2:9][CH:8]=[C:7]([C:10]2[C:18]3[C:13](=[CH:14][CH:15]=[C:16]([C:19]#[N:20])[CH:17]=3)[NH:12][CH:11]=2)[CH2:6][CH2:5]1.[C:21]1([S:27](Cl)(=[O:29])=[O:28])[CH:26]=[CH:25][CH:24]=[CH:23][CH:22]=1, predict the reaction product. The product is: [CH3:3][N:4]1[CH2:5][CH:6]=[C:7]([C:10]2[C:18]3[C:13](=[CH:14][CH:15]=[C:16]([C:19]#[N:20])[CH:17]=3)[N:12]([S:27]([C:21]3[CH:26]=[CH:25][CH:24]=[CH:23][CH:22]=3)(=[O:29])=[O:28])[CH:11]=2)[CH2:8][CH2:9]1. (2) Given the reactants N1C=CC=CC=1.[CH3:7][O:8][C:9]1[C:18]2[CH2:17][C@@H:16]([NH:19][C:20](=[O:25])[C:21]([F:24])([F:23])[F:22])[CH2:15][CH2:14][C:13]=2[C:12]([S:26](Cl)(=[O:28])=[O:27])=[CH:11][CH:10]=1.[Cl:30][C:31]1[CH:32]=[C:33]([CH:35]=[C:36]([Cl:38])[CH:37]=1)[NH2:34], predict the reaction product. The product is: [Cl:30][C:31]1[CH:32]=[C:33]([NH:34][S:26]([C:12]2[CH:11]=[CH:10][C:9]([O:8][CH3:7])=[C:18]3[C:13]=2[CH2:14][CH2:15][C@H:16]([NH:19][C:20](=[O:25])[C:21]([F:24])([F:23])[F:22])[CH2:17]3)(=[O:28])=[O:27])[CH:35]=[C:36]([Cl:38])[CH:37]=1. (3) Given the reactants [NH2:1][C:2]1[CH:6]=[CH:5][S:4][C:3]=1C(OC)=O.CN1CCNCC1.CN1C(=O)CCC1.C(O[CH:28]=[C:29]([C:35]([O:37][CH2:38][CH3:39])=[O:36])[C:30]([O:32][CH2:33][CH3:34])=[O:31])C, predict the reaction product. The product is: [S:4]1[CH:5]=[CH:6][C:2]([NH:1][CH:28]=[C:29]([C:30]([O:32][CH2:33][CH3:34])=[O:31])[C:35]([O:37][CH2:38][CH3:39])=[O:36])=[CH:3]1. (4) Given the reactants [CH2:1]([N:3]([CH2:30][CH3:31])[CH2:4][CH2:5][N:6]([CH2:24][CH:25](OC)[O:26]C)[C:7](=[O:23])[CH2:8][CH2:9][O:10][CH2:11][CH2:12][C:13]1[C:22]2[C:17](=[CH:18][CH:19]=[CH:20][CH:21]=2)[CH:16]=[CH:15][CH:14]=1)[CH3:2].FC(F)(F)C(O)=O, predict the reaction product. The product is: [CH2:30]([N:3]([CH2:1][CH3:2])[CH2:4][CH2:5][N:6]([CH2:24][CH:25]=[O:26])[C:7](=[O:23])[CH2:8][CH2:9][O:10][CH2:11][CH2:12][C:13]1[C:22]2[C:17](=[CH:18][CH:19]=[CH:20][CH:21]=2)[CH:16]=[CH:15][CH:14]=1)[CH3:31]. (5) Given the reactants [O:1]1[CH:5]=[CH:4][CH:3]=[C:2]1[C:6]1[O:7][C:8]([CH3:36])=[C:9]([CH2:11][O:12][C:13]2[CH:33]=[CH:32][C:16]([CH2:17][O:18][C:19]3[CH:23]=[C:22]([CH:24]=O)[N:21]([C:26]4[CH:31]=[CH:30][CH:29]=[CH:28][CH:27]=4)[N:20]=3)=[CH:15][C:14]=2[O:34][CH3:35])[N:10]=1.C(OP([CH2:45][C:46]([O:48][CH2:49][CH3:50])=[O:47])(OCC)=O)C.[H-].[Na+], predict the reaction product. The product is: [O:1]1[CH:5]=[CH:4][CH:3]=[C:2]1[C:6]1[O:7][C:8]([CH3:36])=[C:9]([CH2:11][O:12][C:13]2[CH:33]=[CH:32][C:16]([CH2:17][O:18][C:19]3[CH:23]=[C:22](/[CH:24]=[CH:45]/[C:46]([O:48][CH2:49][CH3:50])=[O:47])[N:21]([C:26]4[CH:27]=[CH:28][CH:29]=[CH:30][CH:31]=4)[N:20]=3)=[CH:15][C:14]=2[O:34][CH3:35])[N:10]=1.